This data is from Reaction yield outcomes from USPTO patents with 853,638 reactions. The task is: Predict the reaction yield, written as a fraction of the theoretical maximum amount of product (1.0 means a 100% yield; for example, 0.34 means a 34% yield). (1) The reactants are [NH2:1][C:2]1[C:11]2[C:6](=[CH:7][CH:8]=[CH:9][CH:10]=2)[CH:5]=[CH:4][C:3]=1[C:12]([OH:21])([C:17]([F:20])([F:19])[F:18])[C:13]([F:16])([F:15])[F:14].[Cl:22][C:23]1[CH:24]=[C:25]([CH:29]=[CH:30][CH:31]=1)[C:26](Cl)=[O:27]. No catalyst specified. The product is [Cl:22][C:23]1[CH:24]=[C:25]([CH:29]=[CH:30][CH:31]=1)[C:26]([NH:1][C:2]1[C:11]2[C:6](=[CH:7][CH:8]=[CH:9][CH:10]=2)[CH:5]=[CH:4][C:3]=1[C:12]([OH:21])([C:13]([F:14])([F:15])[F:16])[C:17]([F:18])([F:19])[F:20])=[O:27]. The yield is 0.150. (2) The reactants are [CH2:1]([O:3][C:4](=[O:26])[CH:5]([O:23][CH2:24][CH3:25])[CH2:6][C:7]1[CH:12]=[CH:11][C:10]([O:13][CH2:14][CH2:15][C:16]2[CH:21]=[CH:20][C:19]([OH:22])=[CH:18][CH:17]=2)=[CH:9][CH:8]=1)[CH3:2].C(N(CC)CC)C.[CH2:34]([S:41](Cl)(=[O:43])=[O:42])[C:35]1[CH:40]=[CH:39][CH:38]=[CH:37][CH:36]=1.O. The catalyst is ClCCl. The product is [CH2:1]([O:3][C:4](=[O:26])[CH:5]([O:23][CH2:24][CH3:25])[CH2:6][C:7]1[CH:12]=[CH:11][C:10]([O:13][CH2:14][CH2:15][C:16]2[CH:17]=[CH:18][C:19]([O:22][S:41]([CH2:34][C:35]3[CH:40]=[CH:39][CH:38]=[CH:37][CH:36]=3)(=[O:43])=[O:42])=[CH:20][CH:21]=2)=[CH:9][CH:8]=1)[CH3:2]. The yield is 0.710. (3) The reactants are [C:1](=[N:14][NH2:15])([C:8]1[CH:13]=[CH:12][CH:11]=[CH:10][CH:9]=1)[C:2]1[CH:7]=[CH:6][CH:5]=[CH:4][CH:3]=1.CC(C)([O-])C.[Na+].[C@@H]1(N)CCCC[C@H]1N.CCCCCCCCCCCC.I[C:43]1[CH:44]=[C:45]([CH3:50])[CH:46]=[C:47]([CH3:49])[CH:48]=1. The catalyst is [Cu]I.O1CCOCC1. The product is [CH3:50][C:45]1[CH:44]=[C:43]([NH:15][N:14]=[C:1]([C:8]2[CH:9]=[CH:10][CH:11]=[CH:12][CH:13]=2)[C:2]2[CH:7]=[CH:6][CH:5]=[CH:4][CH:3]=2)[CH:48]=[C:47]([CH3:49])[CH:46]=1. The yield is 0.800. (4) The reactants are [H-].[Na+].[C:3]([O:7][C:8](=[O:21])[NH:9][CH2:10][CH2:11][O:12][C:13]1[CH:14]=[N:15][C:16]([F:20])=[CH:17][C:18]=1[I:19])([CH3:6])([CH3:5])[CH3:4].[CH3:22]I. The catalyst is CN(C=O)C. The product is [C:3]([O:7][C:8](=[O:21])[N:9]([CH2:10][CH2:11][O:12][C:13]1[CH:14]=[N:15][C:16]([F:20])=[CH:17][C:18]=1[I:19])[CH3:22])([CH3:6])([CH3:4])[CH3:5]. The yield is 0.380. (5) The reactants are Br[C:2]1[CH:7]=[CH:6][C:5]([C:8]2[N:9]=[C:10]([C:13]3([CH2:19][NH2:20])[CH2:18][CH2:17][O:16][CH2:15][CH2:14]3)[S:11][CH:12]=2)=[CH:4][CH:3]=1.[CH3:21][N:22](C=O)C. The catalyst is [C-]#N.[Zn+2].[C-]#N.[Pd](Cl)Cl.C1(P(C2C=CC=CC=2)[C-]2C=CC=C2)C=CC=CC=1.[C-]1(P(C2C=CC=CC=2)C2C=CC=CC=2)C=CC=C1.[Fe+2]. The product is [NH2:20][CH2:19][C:13]1([C:10]2[S:11][CH:12]=[C:8]([C:5]3[CH:6]=[CH:7][C:2]([C:21]#[N:22])=[CH:3][CH:4]=3)[N:9]=2)[CH2:18][CH2:17][O:16][CH2:15][CH2:14]1. The yield is 0.100.